Dataset: Reaction yield outcomes from USPTO patents with 853,638 reactions. Task: Predict the reaction yield, written as a fraction of the theoretical maximum amount of product (1.0 means a 100% yield; for example, 0.34 means a 34% yield). (1) The reactants are [C:1](/[C:4](=[CH:23]\[C:24](\[CH3:39])=[CH:25]\[CH:26]([CH3:38])[CH2:27][CH:28]([CH3:37])[CH2:29][CH:30]([CH3:36])[CH2:31][CH:32]([CH3:35])[CH2:33][CH3:34])/[CH2:5][CH:6]([CH3:22])[C:7]([O:9][CH:10]1C(=O)OC(C(O)=O)C1C(O)=O)=[O:8])([OH:3])=[O:2].[C:40](=[O:43])([O-:42])O.[Na+].[C:45]([O:48][CH2:49]Br)(=[O:47])[CH3:46].[Cl-].[NH4+].[CH:53](Cl)(Cl)Cl. The catalyst is S([O-])(O)(=O)=O.C([N+](CCCC)(CCCC)CCCC)CCC.O. The product is [CH3:22][CH:6]([CH2:5]/[C:4](=[CH:23]/[C:24](/[CH3:39])=[CH:25]/[CH:26]([CH3:38])[CH2:27][CH:28]([CH3:37])[CH2:29][CH:30]([CH3:36])[CH2:31][CH:32]([CH3:35])[CH2:33][CH3:34])/[C:1]([O:3][CH2:49][O:48][C:45](=[O:47])[CH3:46])=[O:2])[C:7]([O:9][CH2:10][O:42][C:40](=[O:43])[CH3:53])=[O:8]. The yield is 0.190. (2) The reactants are O=C1C2C(=CC=CC=2)C(=O)[N:3]1[CH2:12][CH2:13][CH2:14][CH2:15][O:16][C:17]1[CH:18]=[C:19]([CH:47]=[C:48]([O:50][CH2:51][CH2:52][CH3:53])[CH:49]=1)[O:20][C:21]1[C:22]([NH:33][S:34]([C:37]2[CH:38]=[C:39]([CH:44]=[CH:45][CH:46]=2)[C:40]([O:42][CH3:43])=[O:41])(=[O:36])=[O:35])=[CH:23][C:24]2[N:28]([CH3:29])[C:27](=[O:30])[N:26]([CH3:31])[C:25]=2[CH:32]=1.O.NN. No catalyst specified. The product is [NH2:3][CH2:12][CH2:13][CH2:14][CH2:15][O:16][C:17]1[CH:18]=[C:19]([CH:47]=[C:48]([O:50][CH2:51][CH2:52][CH3:53])[CH:49]=1)[O:20][C:21]1[C:22]([NH:33][S:34]([C:37]2[CH:38]=[C:39]([CH:44]=[CH:45][CH:46]=2)[C:40]([O:42][CH3:43])=[O:41])(=[O:36])=[O:35])=[CH:23][C:24]2[N:28]([CH3:29])[C:27](=[O:30])[N:26]([CH3:31])[C:25]=2[CH:32]=1. The yield is 0.960. (3) The reactants are [CH2:1]([O:3][C:4]1[CH:9]=[CH:8][C:7]([S:10]([NH:13][CH2:14][C:15]2[CH:20]=[CH:19][CH:18]=[CH:17][N:16]=2)(=[O:12])=[O:11])=[CH:6][CH:5]=1)[CH3:2].Br[CH2:22][C:23]1[CH:33]=[CH:32][C:26]([C:27]([O:29][CH2:30][CH3:31])=[O:28])=[CH:25][CH:24]=1. No catalyst specified. The yield is 0.980. The product is [CH2:30]([O:29][C:27](=[O:28])[C:26]1[CH:32]=[CH:33][C:23]([CH2:22][N:13]([S:10]([C:7]2[CH:6]=[CH:5][C:4]([O:3][CH2:1][CH3:2])=[CH:9][CH:8]=2)(=[O:11])=[O:12])[CH2:14][C:15]2[CH:20]=[CH:19][CH:18]=[CH:17][N:16]=2)=[CH:24][CH:25]=1)[CH3:31]. (4) The reactants are [ClH:1].C(OC(=O)[NH:8][CH2:9][C:10]([N:12]1[CH2:17][CH2:16][N:15]([C:18](=[O:28])[C:19]2[CH:24]=[C:23]([O:25][CH3:26])[CH:22]=[CH:21][C:20]=2[Br:27])[CH2:14][CH2:13]1)=[O:11])(C)(C)C. The catalyst is O1CCOCC1. The product is [ClH:1].[NH2:8][CH2:9][C:10]([N:12]1[CH2:17][CH2:16][N:15]([C:18](=[O:28])[C:19]2[CH:24]=[C:23]([O:25][CH3:26])[CH:22]=[CH:21][C:20]=2[Br:27])[CH2:14][CH2:13]1)=[O:11]. The yield is 0.878. (5) The reactants are [Cl:1][C:2]1[N:3]=[C:4]([N:13]2[CH2:18][CH2:17][O:16][CH2:15][CH2:14]2)[C:5]2[N:10]=[C:9]([CH:11]=O)[S:8][C:6]=2[N:7]=1.[NH:19]1[CH2:22][CH:21]([N:23]2[CH2:28][CH2:27][O:26][CH2:25][CH2:24]2)[CH2:20]1.C(O[BH-](OC(=O)C)OC(=O)C)(=O)C.[Na+]. The catalyst is ClCCCl. The product is [Cl:1][C:2]1[N:3]=[C:4]([N:13]2[CH2:18][CH2:17][O:16][CH2:15][CH2:14]2)[C:5]2[N:10]=[C:9]([CH2:11][N:19]3[CH2:22][CH:21]([N:23]4[CH2:28][CH2:27][O:26][CH2:25][CH2:24]4)[CH2:20]3)[S:8][C:6]=2[N:7]=1. The yield is 0.610. (6) The reactants are [NH2:1][C:2]1[C:3]([NH:22][CH3:23])=[N:4][C:5]([NH:8][C:9]2[CH:14]=[CH:13][C:12]([C:15]([N:17]([CH2:20][CH3:21])[CH2:18][CH3:19])=[O:16])=[CH:11][CH:10]=2)=[N:6][CH:7]=1.[Cl:24][C:25]1[C:26]([O:41][CH3:42])=[N:27][C:28]([O:39][CH3:40])=[C:29]([Cl:38])[C:30]=1[C:31](=O)[C:32]([O:34]CC)=O.CC(O)=O. The catalyst is COCCO.CCOC(C)=O. The product is [Cl:38][C:29]1[C:28]([O:39][CH3:40])=[N:27][C:26]([O:41][CH3:42])=[C:25]([Cl:24])[C:30]=1[C:31]1[C:32](=[O:34])[N:22]([CH3:23])[C:3]2[N:4]=[C:5]([NH:8][C:9]3[CH:10]=[CH:11][C:12]([C:15]([N:17]([CH2:18][CH3:19])[CH2:20][CH3:21])=[O:16])=[CH:13][CH:14]=3)[N:6]=[CH:7][C:2]=2[N:1]=1. The yield is 0.560. (7) The reactants are C([Li])C[CH2:3][CH3:4].Br[C:7]1[C:16]([O:17][CH2:18][CH2:19][CH2:20][CH2:21][CH2:22][CH3:23])=[CH:15][C:14]2[C:9](=[CH:10][CH:11]=[C:12](Br)[C:13]=2[CH2:24][CH3:25])[C:8]=1[CH2:27][CH3:28].[CH2:39]([O:38][CH:37]([O:41][CH2:42][CH3:43])[CH2:36][S:35][S:35][CH2:36][CH:37]([O:41][CH2:42][CH3:43])[O:38][CH2:39][CH3:40])[CH3:40]. The catalyst is C1COCC1. The product is [CH2:39]([O:38][CH:37]([O:41][CH2:3][CH3:4])[CH2:36][S:35][C:7]1[C:16]([O:17][CH2:18][CH2:19][CH2:20][CH2:21][CH2:22][CH3:23])=[CH:15][C:14]2[C:9](=[CH:10][CH:11]=[C:12]([S:35][CH2:36][CH:37]([O:38][CH2:39][CH3:40])[O:41][CH2:42][CH3:43])[C:13]=2[CH2:24][CH3:25])[C:8]=1[CH2:27][CH3:28])[CH3:40]. The yield is 0.720.